This data is from Catalyst prediction with 721,799 reactions and 888 catalyst types from USPTO. The task is: Predict which catalyst facilitates the given reaction. (1) Reactant: [F:1][C:2]1[CH:7]=[CH:6][C:5]([OH:8])=[C:4]([CH2:9][OH:10])[CH:3]=1.[Br:11][C:12]1[CH:17]=[CH:16][C:15]([C:18](Br)([F:20])[F:19])=[CH:14][CH:13]=1.C(=O)([O-])[O-].[K+].[K+]. Product: [Br:11][C:12]1[CH:17]=[CH:16][C:15]([C:18]([F:20])([F:19])[O:8][C:5]2[CH:6]=[CH:7][C:2]([F:1])=[CH:3][C:4]=2[CH2:9][OH:10])=[CH:14][CH:13]=1. The catalyst class is: 41. (2) Reactant: [CH3:1][C@@H:2]1[CH2:7][N:6]([C:8]2[C:21]([CH:22]=O)=[CH:20][C:11]3[C:12]([C:15]([O:17][CH2:18][CH3:19])=[O:16])=[N:13][O:14][C:10]=3[C:9]=2[F:24])[CH2:5][C@H:4]([CH3:25])[O:3]1.[NH:26]1[C:33](=[O:34])[CH2:32][C:30](=[O:31])[NH:29][C:27]1=[O:28]. Product: [F:24][C:9]1[C:10]2[O:14][N:13]=[C:12]([C:15]([O:17][CH2:18][CH3:19])=[O:16])[C:11]=2[CH:20]=[C:21]2[C:8]=1[N:6]1[CH2:5][C@@H:4]([CH3:25])[O:3][C@@H:2]([CH3:1])[C@@H:7]1[C:32]1([C:30](=[O:31])[NH:29][C:27](=[O:28])[NH:26][C:33]1=[O:34])[CH2:22]2. The catalyst class is: 8. (3) Reactant: [Cl:1][C:2]1[N:7]=[CH:6][C:5]([CH2:8][OH:9])=[CH:4][C:3]=1[CH3:10]. Product: [Cl:1][C:2]1[N:7]=[CH:6][C:5]([CH:8]=[O:9])=[CH:4][C:3]=1[CH3:10]. The catalyst class is: 2. (4) Reactant: [C:1]([C:3]1[CH:4]=[C:5]([N+:10]([O-:12])=[O:11])[CH:6]=[CH:7][C:8]=1F)#[N:2].[NH:13]1[CH2:18][CH2:17][O:16][CH2:15][CH2:14]1.C(N(CC)C(C)C)(C)C. The catalyst class is: 13. Product: [N:13]1([C:8]2[CH:7]=[CH:6][C:5]([N+:10]([O-:12])=[O:11])=[CH:4][C:3]=2[C:1]#[N:2])[CH2:18][CH2:17][O:16][CH2:15][CH2:14]1. (5) Reactant: [Cl-].O[NH3+:3].[C:4](=[O:7])([O-])[OH:5].[Na+].CS(C)=O.[CH2:13]([C:17]1[N:18]=[C:19]([CH3:47])[N:20]([CH2:39][CH2:40][N:41]2[CH2:46][CH2:45][O:44][CH2:43][CH2:42]2)[C:21](=[O:38])[C:22]=1[CH2:23][C:24]1[CH:29]=[CH:28][C:27]([C:30]2[C:31]([C:36]#[N:37])=[CH:32][CH:33]=[CH:34][CH:35]=2)=[CH:26][CH:25]=1)[CH2:14][CH2:15][CH3:16]. Product: [CH2:13]([C:17]1[N:18]=[C:19]([CH3:47])[N:20]([CH2:39][CH2:40][N:41]2[CH2:46][CH2:45][O:44][CH2:43][CH2:42]2)[C:21](=[O:38])[C:22]=1[CH2:23][C:24]1[CH:25]=[CH:26][C:27]([C:30]2[CH:35]=[CH:34][CH:33]=[CH:32][C:31]=2[C:36]2[NH:3][C:4](=[O:7])[O:5][N:37]=2)=[CH:28][CH:29]=1)[CH2:14][CH2:15][CH3:16]. The catalyst class is: 13. (6) Reactant: Cl.[F:2][C:3]([F:10])([F:9])[CH2:4][CH2:5][C:6]([NH2:8])=[NH:7].BrBr.C[O-].[Na+].[S-:16][C:17]#[N:18].[K+]. Product: [F:2][C:3]([F:10])([F:9])[CH2:4][CH2:5][C:6]1[N:8]=[C:17]([NH2:18])[S:16][N:7]=1. The catalyst class is: 5. (7) Reactant: C(NC(C)C)(C)C.C([Li])CCC.[Cl:13][C:14]1[CH:19]=[C:18]([CH3:20])[CH:17]=[CH:16][N:15]=1.[C:21](=O)([O:25]CC)[O:22][CH2:23][CH3:24]. Product: [CH2:23]([O:22][C:21](=[O:25])[CH2:20][C:18]1[CH:17]=[CH:16][N:15]=[C:14]([Cl:13])[CH:19]=1)[CH3:24]. The catalyst class is: 1. (8) Product: [CH2:20]([NH:23][C:8]1[N:7]=[C:6]([NH:5][CH2:1][CH2:2][CH2:3][CH3:4])[C:15]2[C:10](=[CH:11][CH:12]=[C:13]([N+:16]([O-:18])=[O:17])[CH:14]=2)[N:9]=1)[CH:21]=[CH2:22]. Reactant: [CH2:1]([NH:5][C:6]1[C:15]2[C:10](=[CH:11][CH:12]=[C:13]([N+:16]([O-:18])=[O:17])[CH:14]=2)[N:9]=[C:8](Cl)[N:7]=1)[CH2:2][CH2:3][CH3:4].[CH2:20]([NH2:23])[CH:21]=[CH2:22]. The catalyst class is: 6. (9) Reactant: [OH-].[Li+].[Cl:3][C:4]1[CH:5]=[N:6][CH:7]=[C:8]([Cl:33])[C:9]=1[NH:10][C:11]1[C:20]2[C:15](=[C:16]([O:23][CH2:24][CH2:25][CH2:26][C:27]([O:29]CC)=[O:28])[C:17]([O:21][CH3:22])=[CH:18][CH:19]=2)[O:14][C:13](=[O:32])[CH:12]=1.CO. Product: [Cl:3][C:4]1[CH:5]=[N:6][CH:7]=[C:8]([Cl:33])[C:9]=1[NH:10][C:11]1[C:20]2[C:15](=[C:16]([O:23][CH2:24][CH2:25][CH2:26][C:27]([OH:29])=[O:28])[C:17]([O:21][CH3:22])=[CH:18][CH:19]=2)[O:14][C:13](=[O:32])[CH:12]=1. The catalyst class is: 1.